The task is: Predict the product of the given reaction.. This data is from Forward reaction prediction with 1.9M reactions from USPTO patents (1976-2016). Given the reactants [C:1]([NH:9][NH:10][C:11](=[S:14])[NH:12][CH3:13])(=O)[C:2]1[CH:7]=[CH:6][N:5]=[CH:4][CH:3]=1.C(=O)(O)[O-].[Na+].Cl, predict the reaction product. The product is: [CH3:13][N:12]1[C:1]([C:2]2[CH:7]=[CH:6][N:5]=[CH:4][CH:3]=2)=[N:9][NH:10][C:11]1=[S:14].